From a dataset of Peptide-MHC class I binding affinity with 185,985 pairs from IEDB/IMGT. Regression. Given a peptide amino acid sequence and an MHC pseudo amino acid sequence, predict their binding affinity value. This is MHC class I binding data. (1) The peptide sequence is PIPVGDIYK. The MHC is HLA-A30:01 with pseudo-sequence HLA-A30:01. The binding affinity (normalized) is 0.0847. (2) The peptide sequence is KSLYNTVAVLY. The MHC is HLA-A30:01 with pseudo-sequence HLA-A30:01. The binding affinity (normalized) is 0.217. (3) The binding affinity (normalized) is 0. The peptide sequence is QVPLRPMTFK. The MHC is HLA-B27:05 with pseudo-sequence HLA-B27:05. (4) The peptide sequence is KGICSCGAF. The MHC is HLA-B15:01 with pseudo-sequence HLA-B15:01. The binding affinity (normalized) is 0.636.